From a dataset of Forward reaction prediction with 1.9M reactions from USPTO patents (1976-2016). Predict the product of the given reaction. (1) Given the reactants [CH:1]1([NH:6][C:7]2[N:12]=[C:11]([C:13]3[C:14]([C:32]4[CH:37]=[CH:36][C:35]([F:38])=[CH:34][CH:33]=4)=[N:15][N:16]4[CH:21]=[C:20]([C:22](OCC)([O:26]CC)[O:23][CH2:24][CH3:25])[CH:19]=[CH:18][C:17]=34)[CH:10]=[CH:9][N:8]=2)[CH2:5][CH2:4][CH2:3][CH2:2]1.O.C1(C)C=CC(S(O)(=O)=O)=CC=1.C(=O)(O)[O-].[Na+], predict the reaction product. The product is: [CH:1]1([NH:6][C:7]2[N:12]=[C:11]([C:13]3[C:14]([C:32]4[CH:33]=[CH:34][C:35]([F:38])=[CH:36][CH:37]=4)=[N:15][N:16]4[CH:21]=[C:20]([C:22]([O:23][CH2:24][CH3:25])=[O:26])[CH:19]=[CH:18][C:17]=34)[CH:10]=[CH:9][N:8]=2)[CH2:2][CH2:3][CH2:4][CH2:5]1. (2) Given the reactants C([O:5]C(CC(O)=O)=O)(C)(C)C.[CH:21]1[N:22]=[CH:23][N:19](C([N:19]2[CH:23]=[N:22][CH:21]=[CH:20]2)=O)[CH:20]=1.NC1[CH:34]=[CH:33][C:28]([C:29]([O:31][CH3:32])=[O:30])=[CH:27][C:26]=1[O:35][CH3:36].[F:37][C:38]([F:43])([F:42])[C:39]([OH:41])=[O:40], predict the reaction product. The product is: [F:37][C:38]([F:43])([F:42])[C:39]([OH:41])=[O:40].[NH2:22][CH2:21][C:20]([NH:19][C:23]1[CH:34]=[CH:33][C:28]([C:29]([O:31][CH3:32])=[O:30])=[CH:27][C:26]=1[O:35][CH3:36])=[O:5]. (3) Given the reactants [CH2:1]1[CH:6]([NH2:7])[CH2:5][CH2:4][CH:3]([OH:8])[CH2:2]1.[CH3:9][C:10]([O:13][C:14](O[C:14]([O:13][C:10]([CH3:12])([CH3:11])[CH3:9])=[O:15])=[O:15])([CH3:12])[CH3:11], predict the reaction product. The product is: [CH3:9][C:10]([O:13][C:14]([NH:7][CH:6]1[CH2:5][CH2:4][CH:3]([OH:8])[CH2:2][CH2:1]1)=[O:15])([CH3:12])[CH3:11]. (4) Given the reactants CC1(C)C(C)(C)OB([C:9]2[CH:10]=[C:11]([OH:15])[CH:12]=[CH:13][CH:14]=2)O1.Cl[C:18]1[O:19][C:20]2[CH:26]=[CH:25][CH:24]=[CH:23][C:21]=2[N:22]=1, predict the reaction product. The product is: [O:19]1[C:20]2[CH:26]=[CH:25][CH:24]=[CH:23][C:21]=2[N:22]=[C:18]1[C:9]1[CH:10]=[C:11]([OH:15])[CH:12]=[CH:13][CH:14]=1.